From a dataset of Full USPTO retrosynthesis dataset with 1.9M reactions from patents (1976-2016). Predict the reactants needed to synthesize the given product. (1) The reactants are: C([NH:3][C:4]1[CH:9]=[CH:8][C:7]([C:10]2[CH:15]=[CH:14][C:13]([C:16](=[O:25])[CH2:17][C:18]([CH3:24])([CH3:23])[C:19]([O:21][CH3:22])=[O:20])=[CH:12][CH:11]=2)=[CH:6][CH:5]=1)=O.Cl. Given the product [NH2:3][C:4]1[CH:5]=[CH:6][C:7]([C:10]2[CH:15]=[CH:14][C:13]([C:16](=[O:25])[CH2:17][C:18]([CH3:23])([CH3:24])[C:19]([O:21][CH3:22])=[O:20])=[CH:12][CH:11]=2)=[CH:8][CH:9]=1, predict the reactants needed to synthesize it. (2) Given the product [CH3:1][O:2][C:3]1[CH:10]=[C:9]([O:11][CH3:12])[CH:8]=[CH:7][C:4]=1[CH2:5][NH:44][C:40]1[N:39]=[N:38][CH:43]=[CH:42][CH:41]=1, predict the reactants needed to synthesize it. The reactants are: [CH3:1][O:2][C:3]1[CH:10]=[C:9]([O:11][CH3:12])[CH:8]=[CH:7][C:4]=1[CH:5]=O.FC(F)(F)S([O-])(=O)=O.[Yb+3].FC(F)(F)S([O-])(=O)=O.FC(F)(F)S([O-])(=O)=O.[N:38]1[CH:43]=[CH:42][CH:41]=[C:40]([NH2:44])[N:39]=1.C(O[BH-](OC(=O)C)OC(=O)C)(=O)C.[Na+].C(=O)(O)[O-].[Na+]. (3) Given the product [CH3:48][C:53]([CH3:54])([CH3:1])[CH2:52][CH2:51][N:6]1[CH2:11][CH2:10][CH:9]([O:12][C:13]2[CH:18]=[CH:17][C:16]([NH:19][C:20]([N:22]3[CH2:30][C:29]4[CH:28]=[CH:27][N:26]=[CH:25][C:24]=4[CH2:23]3)=[O:21])=[CH:15][CH:14]=2)[CH2:8][CH2:7]1, predict the reactants needed to synthesize it. The reactants are: [CH:1](=O)C(C)C.[NH:6]1[CH2:11][CH2:10][CH:9]([O:12][C:13]2[CH:18]=[CH:17][C:16]([NH:19][C:20]([N:22]3[CH2:30][C:29]4[CH:28]=[CH:27][N:26]=[CH:25][C:24]=4[CH2:23]3)=[O:21])=[CH:15][CH:14]=2)[CH2:8][CH2:7]1.N1CC=[C:54]([C:53]2[CH:48]=CC(NC(N3[CH2:54][C:53]4[C:48](=CC=[CH:51][CH:52]=4)C3)=O)=[CH:51][CH:52]=2)CC1. (4) Given the product [NH2:1][C:2]1[C:3]([C:8]([O:10][CH3:12])=[O:9])=[N:4][CH:5]=[CH:6][CH:7]=1, predict the reactants needed to synthesize it. The reactants are: [NH2:1][C:2]1[C:3]([C:8]([OH:10])=[O:9])=[N:4][CH:5]=[CH:6][CH:7]=1.Cl.[CH3:12]O. (5) Given the product [F:31][C:28]([F:29])([F:30])[O:27][CH2:26][CH2:25][O:5][C:4](=[O:6])[C:3]1[CH:7]=[C:8]([F:11])[CH:9]=[CH:10][C:2]=1[NH:1][CH2:18][CH2:17][O:34][C:28]([F:31])([F:30])[F:29], predict the reactants needed to synthesize it. The reactants are: [NH2:1][C:2]1[CH:10]=[CH:9][C:8]([F:11])=[CH:7][C:3]=1[C:4]([OH:6])=[O:5].C(N([CH2:17][CH3:18])CC)C.FC(F)(F)S(O[CH2:25][CH2:26][O:27][C:28]([F:31])([F:30])[F:29])(=O)=O.[OH2:34]. (6) Given the product [F:26][C:23]1[CH:24]=[CH:25][C:20]2[N:21]([CH:22]=1)[C:13](=[O:15])[CH:12]=[C:11]([C:9]1[N:10]=[C:5]3[CH:4]=[CH:3][C:2]([CH3:1])=[CH:7][N:6]3[CH:8]=1)[N:19]=2, predict the reactants needed to synthesize it. The reactants are: [CH3:1][C:2]1[CH:3]=[CH:4][C:5]2[N:6]([CH:8]=[C:9]([C:11](=O)[CH2:12][C:13]([O:15]CC)=O)[N:10]=2)[CH:7]=1.[NH2:19][C:20]1[CH:25]=[CH:24][C:23]([F:26])=[CH:22][N:21]=1. (7) Given the product [CH3:1][O:2][C:3]1[CH:4]=[C:5]2[C:10](=[CH:11][CH:12]=1)[C:9]([O:13][C:14]1[CH:15]=[CH:16][C:17](/[CH:20]=[CH:21]/[C:22]([OH:24])=[O:23])=[CH:18][CH:19]=1)=[C:8]([C:27]1[CH:28]=[CH:29][CH:30]=[CH:31][CH:32]=1)[C:7]([CH2:33][CH2:34][C:35]([F:36])([F:38])[F:37])=[CH:6]2, predict the reactants needed to synthesize it. The reactants are: [CH3:1][O:2][C:3]1[CH:4]=[C:5]2[C:10](=[CH:11][CH:12]=1)[C:9]([O:13][C:14]1[CH:19]=[CH:18][C:17](/[CH:20]=[CH:21]/[C:22]([O:24]CC)=[O:23])=[CH:16][CH:15]=1)=[C:8]([C:27]1[CH:32]=[CH:31][CH:30]=[CH:29][CH:28]=1)[C:7]([CH2:33][CH2:34][C:35]([F:38])([F:37])[F:36])=[CH:6]2.[OH-].[Na+]. (8) Given the product [Br:2][C:3]1[CH:4]=[C:5]2[C:9](=[CH:10][CH:11]=1)[CH2:8][CH:7]([NH:12][S:28]([C:26]1[CH:27]=[C:22]([S:19]([C:13]3[CH:18]=[CH:17][CH:16]=[CH:15][CH:14]=3)(=[O:21])=[O:20])[CH:23]=[CH:24][C:25]=1[C:32]([F:35])([F:33])[F:34])(=[O:30])=[O:29])[CH2:6]2, predict the reactants needed to synthesize it. The reactants are: Br.[Br:2][C:3]1[CH:4]=[C:5]2[C:9](=[CH:10][CH:11]=1)[CH2:8][CH:7]([NH2:12])[CH2:6]2.[C:13]1([S:19]([C:22]2[CH:23]=[CH:24][C:25]([C:32]([F:35])([F:34])[F:33])=[C:26]([S:28](Cl)(=[O:30])=[O:29])[CH:27]=2)(=[O:21])=[O:20])[CH:18]=[CH:17][CH:16]=[CH:15][CH:14]=1.C(N(C(C)C)CC)(C)C. (9) The reactants are: [CH3:1][C:2]1([C:7]([O:9]C)=O)[CH2:6][CH2:5][CH2:4][CH2:3]1.[H-].[Na+].[C:13](#[N:15])[CH3:14]. Given the product [CH3:1][C:2]1([C:7](=[O:9])[CH2:14][C:13]#[N:15])[CH2:3][CH2:4][CH2:5][CH2:6]1, predict the reactants needed to synthesize it.